Dataset: Full USPTO retrosynthesis dataset with 1.9M reactions from patents (1976-2016). Task: Predict the reactants needed to synthesize the given product. (1) Given the product [CH3:10][N:6]([CH2:11][C@H:12]([NH:13][C:14]([C:16]1[C:20]([Br:21])=[C:19]([NH:22][C:23](=[O:31])[C:24]2[CH:29]=[CH:28][CH:27]=[CH:26][C:25]=2[Cl:30])[NH:18][N:17]=1)=[O:15])[CH2:3][CH2:4][C:5]1[CH:28]=[CH:29][CH:24]=[CH:25][CH:26]=1)[CH3:7], predict the reactants needed to synthesize it. The reactants are: N1[CH:5]=[CH:4][CH:3]=N1.[N:6]1([CH:11](C)[CH2:12][NH:13][C:14]([C:16]2[C:20]([Br:21])=[C:19]([NH:22][C:23](=[O:31])[C:24]3[CH:29]=[CH:28][CH:27]=[CH:26][C:25]=3[Cl:30])[NH:18][N:17]=2)=[O:15])[CH2:10]CC[CH2:7]1. (2) Given the product [C:1]([O:5][C:6]([N:8]1[CH2:14][CH2:13][C@@H:12]([N:15]=[N+:16]=[N-:17])[C@H:10]([OH:11])[CH2:9]1)=[O:7])([CH3:4])([CH3:3])[CH3:2].[C:1]([O:5][C:6]([N:8]1[CH2:14][CH2:13][C@H:12]([OH:11])[C@@H:10]([N:15]=[N+:16]=[N-:17])[CH2:9]1)=[O:7])([CH3:4])([CH3:3])[CH3:2], predict the reactants needed to synthesize it. The reactants are: [C:1]([O:5][C:6]([N:8]1[CH2:14][CH2:13][CH:12]2[CH:10]([O:11]2)[CH2:9]1)=[O:7])([CH3:4])([CH3:3])[CH3:2].[N-:15]=[N+:16]=[N-:17].[Na+].[Cl-].[NH4+]. (3) The reactants are: C(=O)([O-])[O-].[K+].[K+].[F:7][C:8]1[CH:13]=[CH:12][C:11](B(O)O)=[CH:10][CH:9]=1.I[C:18]1[CH:23]=[CH:22][N:21]([CH2:24][CH2:25][C@@:26]([CH3:41])([S:37]([CH3:40])(=[O:39])=[O:38])[C:27]([NH:29][O:30][CH:31]2[CH2:36][CH2:35][CH2:34][CH2:33][O:32]2)=[O:28])[C:20](=[O:42])[CH:19]=1.O. Given the product [F:7][C:8]1[CH:13]=[CH:12][C:11]([C:18]2[CH:23]=[CH:22][N:21]([CH2:24][CH2:25][C@@:26]([CH3:41])([S:37]([CH3:40])(=[O:39])=[O:38])[C:27]([NH:29][O:30][CH:31]3[CH2:36][CH2:35][CH2:34][CH2:33][O:32]3)=[O:28])[C:20](=[O:42])[CH:19]=2)=[CH:10][CH:9]=1, predict the reactants needed to synthesize it. (4) The reactants are: [C:1]([C:5]1[CH:6]=[C:7]([N+:15]([O-:17])=[O:16])[C:8]([O:13][CH3:14])=[C:9]([CH:12]=1)[CH:10]=[O:11])([CH3:4])([CH3:3])[CH3:2].[BH4-].[Na+].[Cl-].[NH4+]. Given the product [C:1]([C:5]1[CH:6]=[C:7]([N+:15]([O-:17])=[O:16])[C:8]([O:13][CH3:14])=[C:9]([CH2:10][OH:11])[CH:12]=1)([CH3:4])([CH3:2])[CH3:3], predict the reactants needed to synthesize it. (5) Given the product [CH:9]1([CH2:15][C:16]([NH:1][C:2]2[CH:7]=[CH:6][C:5]([OH:8])=[CH:4][CH:3]=2)=[O:17])[CH2:14][CH2:13][CH2:12][CH2:11][CH2:10]1, predict the reactants needed to synthesize it. The reactants are: [NH2:1][C:2]1[CH:7]=[CH:6][C:5]([OH:8])=[CH:4][CH:3]=1.[CH:9]1([CH2:15][C:16](Cl)=[O:17])[CH2:14][CH2:13][CH2:12][CH2:11][CH2:10]1.N1C=CC=CC=1. (6) The reactants are: [CH:1]1([N:5]2[C:13]3[C:8](=[CH:9][CH:10]=[CH:11][CH:12]=3)[C:7]([C:14]([NH:16][C@H:17]3[CH2:22][N:21](C(OC(C)(C)C)=O)[C@@H:20]([CH2:30][C:31]4([OH:37])[CH2:36][CH2:35][O:34][CH2:33][CH2:32]4)[CH2:19][CH2:18]3)=[O:15])=[N:6]2)[CH2:4][CH2:3][CH2:2]1.Cl. Given the product [CH:1]1([N:5]2[C:13]3[C:8](=[CH:9][CH:10]=[CH:11][CH:12]=3)[C:7]([C:14]([NH:16][C@H:17]3[CH2:18][CH2:19][C@@H:20]([CH2:30][C:31]4([OH:37])[CH2:36][CH2:35][O:34][CH2:33][CH2:32]4)[NH:21][CH2:22]3)=[O:15])=[N:6]2)[CH2:2][CH2:3][CH2:4]1, predict the reactants needed to synthesize it. (7) The reactants are: [Cl:1][C:2]1[CH:3]=[C:4]([CH:36]=[CH:37][C:38]=1[F:39])[CH2:5][N:6]1[CH:20]=[C:19]([N:21](C(OC(C)(C)C)=O)[S:22]([CH3:25])(=[O:24])=[O:23])[C:18]2[N:11]3[CH2:12][CH2:13][N:14]([CH3:17])[C:15](=[O:16])[C:10]3=[C:9]([O:33][CH3:34])[C:8]=2[C:7]1=[O:35].FC(F)(F)C(O)=O. Given the product [Cl:1][C:2]1[CH:3]=[C:4]([CH:36]=[CH:37][C:38]=1[F:39])[CH2:5][N:6]1[CH:20]=[C:19]([NH:21][S:22]([CH3:25])(=[O:24])=[O:23])[C:18]2[N:11]3[CH2:12][CH2:13][N:14]([CH3:17])[C:15](=[O:16])[C:10]3=[C:9]([O:33][CH3:34])[C:8]=2[C:7]1=[O:35], predict the reactants needed to synthesize it.